From a dataset of Reaction yield outcomes from USPTO patents with 853,638 reactions. Predict the reaction yield, written as a fraction of the theoretical maximum amount of product (1.0 means a 100% yield; for example, 0.34 means a 34% yield). (1) The reactants are Cl[C:2]1[C:11]([CH3:12])=[CH:10][C:9]2[C:4](=[CH:5][CH:6]=[C:7]([O:13][CH3:14])[CH:8]=2)[N:3]=1.[NH:15]1[C:19]([C:20]2[CH:25]=[CH:24][C:23](B(O)O)=[CH:22][CH:21]=2)=[N:18][N:17]=[N:16]1.C([O-])([O-])=O.[K+].[K+].COCCOCCO.Cl. The catalyst is [OH-].[Na+].C1C=CC(P(C2C=CC=CC=2)[C-]2C=CC=C2)=CC=1.C1C=CC(P(C2C=CC=CC=2)[C-]2C=CC=C2)=CC=1.Cl[Pd]Cl.[Fe+2].O. The product is [NH:18]1[C:19]([C:20]2[CH:25]=[CH:24][C:23]([C:2]3[C:11]([CH3:12])=[CH:10][C:9]4[C:4](=[CH:5][CH:6]=[C:7]([O:13][CH3:14])[CH:8]=4)[N:3]=3)=[CH:22][CH:21]=2)=[N:15][N:16]=[N:17]1. The yield is 0.840. (2) The reactants are [CH3:1][CH:2]([CH3:59])[C@H:3]([NH:54][C:55](=[O:58])[O:56][CH3:57])[C:4]([N:6]1[CH2:10][CH2:9][CH2:8][C@H:7]1[C:11]1[NH:12][CH:13]=[C:14]([C:16]2[CH:21]=[CH:20][C:19]([C:22]3[CH:27]=[CH:26][C:25]([C:28]4[N:29]=[C:30]([CH:33]5[CH2:37][C:36]6([CH2:42][CH2:41][NH:40][CH2:39][CH2:38]6)[CH2:35][N:34]5[C:43](=[O:53])[C@@H:44]([NH:48][C:49]([O:51][CH3:52])=[O:50])[CH:45]([CH3:47])[CH3:46])[NH:31][CH:32]=4)=[CH:24][CH:23]=3)=[CH:18][CH:17]=2)[N:15]=1)=[O:5].C(N(CC)CC)C.[C:67](Cl)(=[O:69])C.[C:71](=O)([O-])[O-:72].[K+].[K+]. The catalyst is C(Cl)Cl. The product is [CH3:52][O:51][C:49]([NH:48][C@H:44]([C:43]([N:34]1[CH:33]([C:30]2[NH:31][CH:32]=[C:28]([C:25]3[CH:24]=[CH:23][C:22]([C:19]4[CH:20]=[CH:21][C:16]([C:14]5[N:15]=[C:11]([C@@H:7]6[CH2:8][CH2:9][CH2:10][N:6]6[C:4](=[O:5])[C@H:3]([CH:2]([CH3:59])[CH3:1])[NH:54][C:55]([O:56][CH3:57])=[O:58])[NH:12][CH:13]=5)=[CH:17][CH:18]=4)=[CH:27][CH:26]=3)[N:29]=2)[CH2:37][C:36]2([CH2:38][CH2:39][N:40]([C:71]([O:69][CH3:67])=[O:72])[CH2:41][CH2:42]2)[CH2:35]1)=[O:53])[CH:45]([CH3:46])[CH3:47])=[O:50]. The yield is 0.740. (3) The reactants are [C:1]([O:5][C:6]([N:8]1[CH:12]=[CH:11][N:10]=[C:9]1/[CH:13]=[C:14]1\[CH2:15][N:16]([C:21]([C:34]2[CH:39]=[CH:38][CH:37]=[CH:36][CH:35]=2)([C:28]2[CH:33]=[CH:32][CH:31]=[CH:30][CH:29]=2)[C:22]2[CH:27]=[CH:26][CH:25]=[CH:24][CH:23]=2)[CH2:17][CH2:18][CH:19]\1O)=[O:7])([CH3:4])([CH3:3])[CH3:2].[C:40]([OH:43])(=[S:42])[CH3:41].C(OC(OCC(C)(C)C)N(C)C)C(C)(C)C.O. The catalyst is C1(C)C=CC=CC=1. The product is [C:40]([S:42][CH:19]1[CH2:18][CH2:17][N:16]([C:21]([C:28]2[CH:33]=[CH:32][CH:31]=[CH:30][CH:29]=2)([C:22]2[CH:27]=[CH:26][CH:25]=[CH:24][CH:23]=2)[C:34]2[CH:35]=[CH:36][CH:37]=[CH:38][CH:39]=2)[CH2:15]/[C:14]/1=[CH:13]\[C:9]1[N:8]([C:6]([O:5][C:1]([CH3:3])([CH3:2])[CH3:4])=[O:7])[CH:12]=[CH:11][N:10]=1)(=[O:43])[CH3:41]. The yield is 0.260. (4) The reactants are N.[CH3:2][O:3][C:4]1[CH:5]=[C:6]2[C:11](=[CH:12][C:13]=1[O:14][CH2:15][CH:16]1[CH2:21][CH2:20][N:19]([CH3:22])[CH2:18][CH2:17]1)[N:10]=[CH:9][N:8](COC(=O)C(C)(C)C)[C:7]2=[O:31]. The catalyst is CO.C(Cl)Cl. The yield is 0.830. The product is [CH3:2][O:3][C:4]1[CH:5]=[C:6]2[C:11](=[CH:12][C:13]=1[O:14][CH2:15][CH:16]1[CH2:21][CH2:20][N:19]([CH3:22])[CH2:18][CH2:17]1)[N:10]=[CH:9][NH:8][C:7]2=[O:31]. (5) The reactants are [Cl:1][C:2]1[CH:7]=[CH:6][CH:5]=[CH:4][C:3]=1[NH:8][C:9]([N:11]1[CH2:16][CH2:15][N:14]([C:17]([O:19][C:20]([CH3:23])([CH3:22])[CH3:21])=[O:18])[CH2:13][CH:12]1[CH2:24]O)=[O:10].C1(P(C2C=CC=CC=2)C2C=CC=CC=2)C=CC=CC=1.N(C(OCC)=O)=NC(OCC)=O.C1(C)C=CC=CC=1.O. The catalyst is CN(C)C=O. The product is [Cl:1][C:2]1[CH:7]=[CH:6][CH:5]=[CH:4][C:3]=1[N:8]1[CH2:24][CH:12]2[CH2:13][N:14]([C:17]([O:19][C:20]([CH3:21])([CH3:22])[CH3:23])=[O:18])[CH2:15][CH2:16][N:11]2[C:9]1=[O:10]. The yield is 0.886. (6) The reactants are C(OC([NH:8][CH:9]([C:13]1[CH:18]=[CH:17][CH:16]=[C:15]([C:19]2[CH:20]=[C:21]3[C:27]([C:28]4[CH:33]=[CH:32][CH:31]=[CH:30][C:29]=4[O:34][CH3:35])=[CH:26][N:25](S(C4C=CC(C)=CC=4)(=O)=O)[C:22]3=[N:23][CH:24]=2)[CH:14]=1)C(O)=O)=O)(C)(C)C.[CH3:46][NH:47][CH3:48].[CH:49](N(C(C)C)CC)(C)C.[OH-:58].[K+]. The catalyst is CN(C=O)C.CO. The product is [NH2:8][CH:9]([C:13]1[CH:18]=[CH:17][CH:16]=[C:15]([C:19]2[CH:20]=[C:21]3[C:27]([C:28]4[CH:33]=[CH:32][CH:31]=[CH:30][C:29]=4[O:34][CH3:35])=[CH:26][NH:25][C:22]3=[N:23][CH:24]=2)[CH:14]=1)[C:46]([N:47]([CH3:49])[CH3:48])=[O:58]. The yield is 0.350. (7) The reactants are [Cl-].O[NH3+:3].[C:4](=[O:7])([O-])[OH:5].[Na+].CS(C)=O.[CH2:13]([C:17]1[N:18]=[C:19]([CH3:47])[N:20]([CH2:39][C:40]2[C:41]([CH3:46])=[N:42][O:43][C:44]=2[CH3:45])[C:21](=[O:38])[C:22]=1[CH2:23][C:24]1[CH:29]=[CH:28][C:27]([C:30]2[C:31]([C:36]#[N:37])=[CH:32][CH:33]=[CH:34][CH:35]=2)=[CH:26][CH:25]=1)[CH2:14][CH2:15][CH3:16]. The catalyst is C(OCC)(=O)C. The product is [CH2:13]([C:17]1[N:18]=[C:19]([CH3:47])[N:20]([CH2:39][C:40]2[C:41]([CH3:46])=[N:42][O:43][C:44]=2[CH3:45])[C:21](=[O:38])[C:22]=1[CH2:23][C:24]1[CH:25]=[CH:26][C:27]([C:30]2[CH:35]=[CH:34][CH:33]=[CH:32][C:31]=2[C:36]2[NH:3][C:4](=[O:7])[O:5][N:37]=2)=[CH:28][CH:29]=1)[CH2:14][CH2:15][CH3:16]. The yield is 0.550.